From a dataset of Forward reaction prediction with 1.9M reactions from USPTO patents (1976-2016). Predict the product of the given reaction. (1) Given the reactants [CH3:1][C:2]1[N:7]=[CH:6][C:5]([C:8]2[CH:13]=[CH:12][N:11]3[N:14]=[CH:15][C:16]([C:17]([O:19]CC)=[O:18])=[C:10]3[N:9]=2)=[CH:4][CH:3]=1.[OH-].[Na+], predict the reaction product. The product is: [CH3:1][C:2]1[N:7]=[CH:6][C:5]([C:8]2[CH:13]=[CH:12][N:11]3[N:14]=[CH:15][C:16]([C:17]([OH:19])=[O:18])=[C:10]3[N:9]=2)=[CH:4][CH:3]=1. (2) Given the reactants Br[C:2]1[N:10]([CH2:11][C:12]2[C:17]([F:18])=[CH:16][CH:15]=[CH:14][C:13]=2[Cl:19])[C:9]2[C:8](=[O:20])[N:7]([CH3:21])[C:6](=[O:22])[N:5]([CH3:23])[C:4]=2[N:3]=1.[NH:24]1[CH2:29][CH2:28][CH2:27][CH:26]([C:30]([O:32][CH2:33][CH3:34])=[O:31])[CH2:25]1.O.C(Cl)Cl, predict the reaction product. The product is: [Cl:19][C:13]1[CH:14]=[CH:15][CH:16]=[C:17]([F:18])[C:12]=1[CH2:11][N:10]1[C:9]2[C:8](=[O:20])[N:7]([CH3:21])[C:6](=[O:22])[N:5]([CH3:23])[C:4]=2[N:3]=[C:2]1[N:24]1[CH2:29][CH2:28][CH2:27][CH:26]([C:30]([O:32][CH2:33][CH3:34])=[O:31])[CH2:25]1. (3) Given the reactants [CH:1]1([CH2:6][N:7]([CH2:29][CH:30]2[CH2:34][CH2:33][CH2:32][CH2:31]2)[C@@H:8]2[CH2:13][O:12][C@@H:11]([CH2:14][C:15]([O:17]C)=[O:16])[CH2:10][C@H:9]2[C:19]2[CH:24]=[CH:23][C:22]([C:25]([F:28])([F:27])[F:26])=[CH:21][CH:20]=2)[CH2:5][CH2:4][CH2:3][CH2:2]1.[OH-].[Na+].Cl, predict the reaction product. The product is: [CH:1]1([CH2:6][N:7]([CH2:29][CH:30]2[CH2:31][CH2:32][CH2:33][CH2:34]2)[C@@H:8]2[CH2:13][O:12][C@@H:11]([CH2:14][C:15]([OH:17])=[O:16])[CH2:10][C@H:9]2[C:19]2[CH:24]=[CH:23][C:22]([C:25]([F:28])([F:26])[F:27])=[CH:21][CH:20]=2)[CH2:2][CH2:3][CH2:4][CH2:5]1. (4) Given the reactants [CH3:1][O:2][C:3]1[CH:8]=[CH:7][C:6]([CH:9]([NH:18][C:19]([C:21]2[C:29]3[CH:28]=[C:27]([C:30]4[C:35](C)=[CH:34][N:33]=[C:32]([Cl:37])[N:31]=4)[S:26][C:25]=3[CH:24]=[CH:23][CH:22]=2)=[O:20])[C:10]2[CH:15]=[CH:14][C:13]([O:16][CH3:17])=[CH:12][CH:11]=2)=[CH:5][CH:4]=1.[Br:38]C1C(C2SC3C=CC=C(C(O)=O)C=3C=2)=NC(Cl)=NC=1, predict the reaction product. The product is: [CH3:1][O:2][C:3]1[CH:8]=[CH:7][C:6]([CH:9]([NH:18][C:19]([C:21]2[C:29]3[CH:28]=[C:27]([C:30]4[C:35]([Br:38])=[CH:34][N:33]=[C:32]([Cl:37])[N:31]=4)[S:26][C:25]=3[CH:24]=[CH:23][CH:22]=2)=[O:20])[C:10]2[CH:15]=[CH:14][C:13]([O:16][CH3:17])=[CH:12][CH:11]=2)=[CH:5][CH:4]=1. (5) Given the reactants Cl.[CH3:2][C:3]1([CH3:24])[CH:12]=[CH:11][C:10]2[C:5](=[C:6]([CH2:13][N:14]3[CH2:23][CH2:22][C:17]4([CH2:21][NH:20][CH2:19][CH2:18]4)[CH2:16][CH2:15]3)[CH:7]=[CH:8][CH:9]=2)[O:4]1.Cl.[N:26]1[CH:31]=[CH:30][C:29]([CH2:32][C:33](O)=[O:34])=[CH:28][CH:27]=1, predict the reaction product. The product is: [CH3:2][C:3]1([CH3:24])[CH:12]=[CH:11][C:10]2[C:5](=[C:6]([CH2:13][N:14]3[CH2:15][CH2:16][C:17]4([CH2:21][N:20]([C:33](=[O:34])[CH2:32][C:29]5[CH:30]=[CH:31][N:26]=[CH:27][CH:28]=5)[CH2:19][CH2:18]4)[CH2:22][CH2:23]3)[CH:7]=[CH:8][CH:9]=2)[O:4]1. (6) Given the reactants [Cl:1][C:2]1[C:7]([C:8]([NH2:10])=[O:9])=[CH:6][N:5]=[C:4]([Cl:11])[C:3]=1[CH3:12].[C:13](Cl)(=[O:17])C(Cl)=O.[CH:19]1([NH2:22])[CH2:21][CH2:20]1, predict the reaction product. The product is: [CH:19]1([NH:22][C:13]([NH:10][C:8]([C:7]2[CH:6]=[N:5][C:4]([Cl:11])=[C:3]([CH3:12])[C:2]=2[Cl:1])=[O:9])=[O:17])[CH2:21][CH2:20]1. (7) Given the reactants [OH:1][C@@H:2]1[CH2:11][CH2:10][CH2:9][C:8]2[C:7]([C:12]#[N:13])=[CH:6][CH:5]=[CH:4][C:3]1=2.Cl.[NH2:15][OH:16].C(=O)(O)[O-].[Na+], predict the reaction product. The product is: [OH:16][NH:15][C:12]([C:7]1[C:8]2[CH2:9][CH2:10][CH2:11][C@@H:2]([OH:1])[C:3]=2[CH:4]=[CH:5][CH:6]=1)=[NH:13]. (8) Given the reactants [CH3:1][S:2]([C:5]1[CH:22]=[CH:21][C:8](/[CH:9]=[C:10]2/[C:11](=O)[CH2:12][CH2:13][C:14]3[C:19]/2=[CH:18][CH:17]=[CH:16][CH:15]=3)=[CH:7][CH:6]=1)(=[O:4])=[O:3].C([O-])(=O)C.[Na+].Cl.[NH2:29][OH:30].O, predict the reaction product. The product is: [CH3:1][S:2]([C:5]1[CH:22]=[CH:21][C:8]([C:9]2[O:30][N:29]=[C:11]3[CH2:12][CH2:13][C:14]4[C:19]([C:10]=23)=[CH:18][CH:17]=[CH:16][CH:15]=4)=[CH:7][CH:6]=1)(=[O:4])=[O:3].